From a dataset of Catalyst prediction with 721,799 reactions and 888 catalyst types from USPTO. Predict which catalyst facilitates the given reaction. (1) Reactant: [Cl:1][C:2]1[N:7]2[C:8]([CH2:15][CH:16]3[CH2:21][CH2:20][C:19]([F:23])([F:22])[CH2:18][CH2:17]3)=[C:9]([C:11]([F:14])([F:13])[F:12])[N:10]=[C:6]2[CH:5]=[C:4]([C:24]([NH:26][CH2:27][C:28]2([CH2:31][OH:32])[CH2:30][CH2:29]2)=[O:25])[CH:3]=1.CC(OI1(OC(C)=O)(OC(C)=O)OC(=O)C2C=CC=CC1=2)=O.C(=O)([O-])O.[Na+].S([O-])([O-])(=O)=S.[Na+].[Na+]. Product: [Cl:1][C:2]1[N:7]2[C:8]([CH2:15][CH:16]3[CH2:21][CH2:20][C:19]([F:22])([F:23])[CH2:18][CH2:17]3)=[C:9]([C:11]([F:12])([F:13])[F:14])[N:10]=[C:6]2[CH:5]=[C:4]([C:24]([NH:26][CH2:27][C:28]2([CH:31]=[O:32])[CH2:29][CH2:30]2)=[O:25])[CH:3]=1. The catalyst class is: 4. (2) Reactant: [Br:1][C:2]1[C:3]([OH:15])=[C:4](/[CH:8]=[CH:9]/[C:10]([O:12][CH2:13][CH3:14])=[O:11])[CH:5]=[CH:6][CH:7]=1.O[CH2:17][CH2:18][NH:19][C:20](=[O:26])[O:21][C:22]([CH3:25])([CH3:24])[CH3:23].C1(P(C2C=CC=CC=2)C2C=CC=CC=2)C=CC=CC=1.N(C(OC(C)C)=O)=NC(OC(C)C)=O. Product: [Br:1][C:2]1[C:3]([O:15][CH2:17][CH2:18][NH:19][C:20]([O:21][C:22]([CH3:25])([CH3:24])[CH3:23])=[O:26])=[C:4](/[CH:8]=[CH:9]/[C:10]([O:12][CH2:13][CH3:14])=[O:11])[CH:5]=[CH:6][CH:7]=1. The catalyst class is: 7. (3) Reactant: [F:1][C:2]1[CH:11]=[C:10]([NH:12][S:13]([C:16]2[CH:21]=[CH:20][C:19]([C:22]3[CH:23]=[N:24][C:25]([CH2:28][NH:29][CH:30]([CH3:32])[CH3:31])=[N:26][CH:27]=3)=[CH:18][CH:17]=2)(=[O:15])=[O:14])[C:9]([F:33])=[CH:8][C:3]=1[C:4]([O:6]C)=[O:5].[OH-].[Li+].Cl. Product: [F:1][C:2]1[CH:11]=[C:10]([NH:12][S:13]([C:16]2[CH:21]=[CH:20][C:19]([C:22]3[CH:27]=[N:26][C:25]([CH2:28][NH:29][CH:30]([CH3:31])[CH3:32])=[N:24][CH:23]=3)=[CH:18][CH:17]=2)(=[O:14])=[O:15])[C:9]([F:33])=[CH:8][C:3]=1[C:4]([OH:6])=[O:5]. The catalyst class is: 5. (4) Reactant: C(OC(=O)[CH:7]([C:20]#[N:21])[C:8](=[O:19])[CH2:9][C:10]1[CH:15]=[CH:14][CH:13]=[C:12]([N+:16]([O-:18])=[O:17])[CH:11]=1)(C)(C)C.C(O)(C(F)(F)F)=O. Product: [N+:16]([C:12]1[CH:11]=[C:10]([CH2:9][C:8](=[O:19])[CH2:7][C:20]#[N:21])[CH:15]=[CH:14][CH:13]=1)([O-:18])=[O:17]. The catalyst class is: 11. (5) The catalyst class is: 1. Reactant: [NH2:1][C:2]1[CH:3]=[CH:4][CH:5]=[C:6]2[C:10]=1[C:9](=[O:11])[N:8]([CH:12]([C:15]1[CH:20]=[CH:19][C:18]([O:21][CH3:22])=[C:17]([O:23][CH2:24][CH3:25])[CH:16]=1)[CH2:13][CH3:14])[CH2:7]2.[CH:26]1([C:29](Cl)=[O:30])[CH2:28][CH2:27]1. Product: [CH2:24]([O:23][C:17]1[CH:16]=[C:15]([CH:12]([N:8]2[C:9](=[O:11])[C:10]3[C:6](=[CH:5][CH:4]=[CH:3][C:2]=3[NH:1][C:29]([CH:26]3[CH2:28][CH2:27]3)=[O:30])[CH2:7]2)[CH2:13][CH3:14])[CH:20]=[CH:19][C:18]=1[O:21][CH3:22])[CH3:25].